Dataset: Full USPTO retrosynthesis dataset with 1.9M reactions from patents (1976-2016). Task: Predict the reactants needed to synthesize the given product. Given the product [CH2:15]([O:8][C:3]1[CH:4]=[CH:5][CH:6]=[CH:7][C:2]=1[Br:1])[C:16]1[CH:21]=[CH:20][CH:19]=[CH:18][CH:17]=1, predict the reactants needed to synthesize it. The reactants are: [Br:1][C:2]1[CH:7]=[CH:6][CH:5]=[CH:4][C:3]=1[OH:8].C(=O)([O-])[O-].[K+].[K+].[CH2:15](Br)[C:16]1[CH:21]=[CH:20][CH:19]=[CH:18][CH:17]=1.